The task is: Regression/Classification. Given a drug SMILES string, predict its toxicity properties. Task type varies by dataset: regression for continuous values (e.g., LD50, hERG inhibition percentage) or binary classification for toxic/non-toxic outcomes (e.g., AMES mutagenicity, cardiotoxicity, hepatotoxicity). Dataset: skin_reaction.. This data is from Skin sensitization/reaction prediction data. (1) The compound is CCCCCCCCCCCCCCCC(=O)Cl. The result is 1 (causes skin reaction). (2) The drug is CC(Br)CCCN1C(=O)c2ccccc2C1=O. The result is 1 (causes skin reaction). (3) The compound is CC(C)(CC1Cc2ccccc2C1)NCC(O)COc1cc(CCC(=O)O)cc(F)c1F. The result is 0 (no skin reaction). (4) The drug is Nc1cccc(O)c1. The result is 1 (causes skin reaction).